From a dataset of Full USPTO retrosynthesis dataset with 1.9M reactions from patents (1976-2016). Predict the reactants needed to synthesize the given product. (1) Given the product [CH:1]1([C:4]2[N:5]3[CH2:10][CH2:11][NH:12][CH:26]([CH2:25][CH2:24][C:16]4[CH:17]=[CH:18][C:19]([C:20]([F:21])([F:22])[F:23])=[C:14]([F:13])[CH:15]=4)[C:6]3=[C:7]([I:9])[N:8]=2)[CH2:3][CH2:2]1, predict the reactants needed to synthesize it. The reactants are: [CH:1]1([C:4]2[N:5]([CH2:10][CH2:11][NH2:12])[CH:6]=[C:7]([I:9])[N:8]=2)[CH2:3][CH2:2]1.[F:13][C:14]1[CH:15]=[C:16]([CH2:24][CH2:25][CH:26]=O)[CH:17]=[CH:18][C:19]=1[C:20]([F:23])([F:22])[F:21]. (2) Given the product [Cl:28][C:29]1[CH:37]=[CH:36][CH:35]=[C:34]([CH3:38])[C:30]=1[C:31]([NH:1][C@@H:2]([CH2:7][C:8]1[CH:13]=[CH:12][C:11]([C:14]2[C:15](=[O:27])[N:16]([CH3:26])[C:17]3[C:22]([C:23]=2[O:24][CH3:25])=[CH:21][CH:20]=[CH:19][CH:18]=3)=[CH:10][CH:9]=1)[C:3]([O:5][CH3:6])=[O:4])=[O:32], predict the reactants needed to synthesize it. The reactants are: [NH2:1][C@@H:2]([CH2:7][C:8]1[CH:13]=[CH:12][C:11]([C:14]2[C:15](=[O:27])[N:16]([CH3:26])[C:17]3[C:22]([C:23]=2[O:24][CH3:25])=[CH:21][CH:20]=[CH:19][CH:18]=3)=[CH:10][CH:9]=1)[C:3]([O:5][CH3:6])=[O:4].[Cl:28][C:29]1[CH:37]=[CH:36][CH:35]=[C:34]([CH3:38])[C:30]=1[C:31](O)=[O:32]. (3) Given the product [Cl:1][C:2]1[CH:3]=[CH:4][CH:5]=[C:6]2[C:10]=1[N:9]([CH2:11][CH:12]1[CH2:17][CH2:16][O:15][CH2:14][CH2:13]1)[CH:8]=[C:7]2[C:18]([NH2:23])=[NH:19], predict the reactants needed to synthesize it. The reactants are: [Cl:1][C:2]1[CH:3]=[CH:4][CH:5]=[C:6]2[C:10]=1[N:9]([CH2:11][CH:12]1[CH2:17][CH2:16][O:15][CH2:14][CH2:13]1)[CH:8]=[C:7]2[C:18]#[N:19].C([N:23](CC)C(C)C)(C)C.Cl.NO.